This data is from Full USPTO retrosynthesis dataset with 1.9M reactions from patents (1976-2016). The task is: Predict the reactants needed to synthesize the given product. (1) Given the product [CH2:27]([N:6]([C:7]1[C:11]([CH3:12])=[N:10][O:9][N:8]=1)[C:4](=[O:5])[C:3]1[CH:13]=[CH:14][C:15]([C:21]([F:24])([F:23])[F:22])=[C:16]([S:17]([CH3:20])(=[O:19])=[O:18])[C:2]=1[CH3:1])[CH:26]=[CH2:25], predict the reactants needed to synthesize it. The reactants are: [CH3:1][C:2]1[C:16]([S:17]([CH3:20])(=[O:19])=[O:18])=[C:15]([C:21]([F:24])([F:23])[F:22])[CH:14]=[CH:13][C:3]=1[C:4]([NH:6][C:7]1[C:11]([CH3:12])=[N:10][O:9][N:8]=1)=[O:5].[CH2:25](Br)[CH:26]=[CH2:27].C(=O)([O-])[O-].[K+].[K+]. (2) The reactants are: [CH3:1][O:2][CH2:3][C@H:4]([CH3:54])[CH2:5][O:6][CH2:7][C:8]1[CH:13]=[CH:12][C:11]([C@@H:14]2[C@@H:19]([O:20][CH2:21][C:22]3[CH:23]=[CH:24][C:25]4[O:30][CH2:29][CH2:28][N:27]([CH2:31][CH2:32][CH2:33][O:34][CH3:35])[C:26]=4[CH:36]=3)[CH2:18][N:17]([S:37]([C:40]3[CH:45]=[CH:44][C:43]([CH3:46])=[CH:42][CH:41]=3)(=[O:39])=[O:38])[C@H:16]([CH2:47][C:48]([CH3:53])([CH3:52])[C:49]([OH:51])=O)[CH2:15]2)=[CH:10][CH:9]=1.[CH3:55][NH2:56]. Given the product [CH3:1][O:2][CH2:3][C@H:4]([CH3:54])[CH2:5][O:6][CH2:7][C:8]1[CH:13]=[CH:12][C:11]([C@@H:14]2[C@@H:19]([O:20][CH2:21][C:22]3[CH:23]=[CH:24][C:25]4[O:30][CH2:29][CH2:28][N:27]([CH2:31][CH2:32][CH2:33][O:34][CH3:35])[C:26]=4[CH:36]=3)[CH2:18][N:17]([S:37]([C:40]3[CH:45]=[CH:44][C:43]([CH3:46])=[CH:42][CH:41]=3)(=[O:38])=[O:39])[C@H:16]([CH2:47][C:48]([CH3:53])([CH3:52])[C:49]([NH:56][CH3:55])=[O:51])[CH2:15]2)=[CH:10][CH:9]=1, predict the reactants needed to synthesize it. (3) Given the product [CH3:52][C:50]1[CH:49]=[C:35]([CH:34]=[C:33]([CH3:32])[CH:51]=1)[C:36]([C:38]1[N:43]([CH2:8][C:6]2[CH:5]=[C:4]([NH:10][CH2:11][C:12]3[CH:17]=[CH:16][C:15]([O:18][CH3:19])=[CH:14][CH:13]=3)[N:3]=[C:2]([F:1])[CH:7]=2)[C:42](=[O:44])[NH:41][C:40](=[O:45])[C:39]=1[CH:46]([CH3:48])[CH3:47])=[O:37], predict the reactants needed to synthesize it. The reactants are: [F:1][C:2]1[CH:7]=[C:6]([CH2:8]O)[CH:5]=[C:4]([NH:10][CH2:11][C:12]2[CH:17]=[CH:16][C:15]([O:18][CH3:19])=[CH:14][CH:13]=2)[N:3]=1.C(N(CC)CC)C.CS(Cl)(=O)=O.[CH3:32][C:33]1[CH:34]=[C:35]([CH:49]=[C:50]([CH3:52])[CH:51]=1)[C:36]([C:38]1[NH:43][C:42](=[O:44])[NH:41][C:40](=[O:45])[C:39]=1[CH:46]([CH3:48])[CH3:47])=[O:37].C(=O)([O-])[O-].[K+].[K+].[I-].[Li+]. (4) Given the product [CH3:14][O:13][C:11]([C:3]12[CH2:4][CH:5]3[CH2:6][CH:7]([CH2:8][C:1]([C:15]([OH:17])=[O:16])([CH2:10]3)[CH2:2]1)[CH2:9]2)=[O:12], predict the reactants needed to synthesize it. The reactants are: [C:1]12([C:15]([O:17]C)=[O:16])[CH2:10][CH:5]3[CH2:6][CH:7]([CH2:9][C:3]([C:11]([O:13][CH3:14])=[O:12])([CH2:4]3)[CH2:2]1)[CH2:8]2.[OH-].[K+].O. (5) The reactants are: [CH3:1][C:2]1([CH3:19])[O:7][CH:6]([C:8]2[CH:17]=[CH:16][C:11]([C:12]([O:14][CH3:15])=[O:13])=[CH:10][CH:9]=2)[CH2:5][C:4](=O)[CH2:3]1.Cl.[CH3:21][O:22][NH2:23]. Given the product [CH3:21][O:22][N:23]=[C:4]1[CH2:3][C:2]([CH3:19])([CH3:1])[O:7][CH:6]([C:8]2[CH:17]=[CH:16][C:11]([C:12]([O:14][CH3:15])=[O:13])=[CH:10][CH:9]=2)[CH2:5]1, predict the reactants needed to synthesize it.